This data is from Experimentally validated miRNA-target interactions with 360,000+ pairs, plus equal number of negative samples. The task is: Binary Classification. Given a miRNA mature sequence and a target amino acid sequence, predict their likelihood of interaction. (1) The miRNA is mmu-miR-669m-3p with sequence AUAUACAUCCACACAAACAUAU. The protein sequence of the target gene is MDYPKMDYFLDVESAHRLLDVESAQRFFYSQGAQARRATLLLPPTLMAASSEDDIDRRPIRRVRSKSDTPYLAEARISFNLGAAEEVERLAAMRSDSLVPGTHTPPIRRRSKFANLGRIFKPWKWRKKKSEKFKHTSAALERKISMRQSREELIKRGVLKEIYDKDGELSISNEDDSLENGQSLSSSQLSLPALSEMEPVPMPRDPCSYEVLQASDIMDGPDPGAPVKLPCLPVKLSPPLPPKKVLICMPVGGPELTLASYAAQKSSQQAVAQHHHTVLPSQMQHQLQYGSHGQHLPSST.... Result: 0 (no interaction). (2) The miRNA is hsa-miR-6778-3p with sequence UGCCUCCCUGACAUUCCACAG. The protein sequence of the target gene is MLWFSGVGALAERYCRRSPGITCCVLLLLNCSGVPMSLASSFLTGSVAKCENEGEVLQIPFITDNPCIMCVCLNKEVTCKREKCPVLSRDCALAIKQRGACCEQCKGCTYEGNTYNSSFKWQSPAEPCVLRQCQEGVVTESGVRCVVHCKNPLEHLGMCCPTCPGCVFEGVQYQEGEEFQPEGSKCTKCSCTGGRTQCVREVCPILSCPQHLSHIPPGQCCPKCLGQRKVFDLPFGSCLFRSDVYDNGSSFLYDNCTACTCRDSTVVCKRKCSHPGGCDQGQEGCCEECLLRVPPEDIKV.... Result: 0 (no interaction). (3) The miRNA is hsa-miR-6808-3p with sequence GUGUGACCACCGUUCCUGCAG. The protein sequence of the target gene is MCHVIVTCRSMLWTLLSIVVAFAELIAFMSADWLIGKARSRGGVEPAGPGGGSPEPYHPTLGIYARCIRNPGVQHFQRDTLCGPYAESFGEIASGFWQATAIFLAVGIFILCMVALVSVFTMCVQSIMKKSIFNVCGLLQGIAGLFLILGLILYPAGWGCQKAIDYCGHYASAYKPGDCSLGWAFYTAIGGTVLTFICAVFSAQAEIATSSDKVQEEIEEGKNLICLL. Result: 1 (interaction). (4) The miRNA is hsa-miR-6878-3p with sequence CUGGCCUCUUCUUUCUCCUAG. The protein sequence of the target gene is MGGGDLNLKKSWHPQTLRNVEKVWKAEQKHEAERKKIEELQRELREERAREEMQRYAEDVGAVKKKEEKLDWMYQGPGGMVNRDEYLLGRPIDKYVFEKMEEREAGCSSETGLLPGSIFAPSGANSLLDMASKIREDPLFIIRKKEEEKKREVLNNPVKMKKIKELLQMSLEKKEKKKKKEKKKKHRKHKHRSSSSGGSSSEDEQSQARSQKKMANSFPVLSKVPGYGLQVRDSDRNRGLQGSLGEQRAIKNNSRSRSSSPPRHASKKSTKEERPRDRRSRSPSRRSRSPRPSKPHTSKV.... Result: 0 (no interaction). (5) The miRNA is hsa-miR-183-5p with sequence UAUGGCACUGGUAGAAUUCACU. The protein sequence of the target gene is MDRRNDYGYRVPLFQGPLPPPGSLGLPFPPDIQTETTEEDSVLLMHTLLAATKDSLAMDPPVVNRPKKSKTKKAPIKTITKAAPAAPPVPAANEIATNKPKITWQALNLPVITQISQALPTTEVTNTQASSVTAQPKKANKMKRVTAKAAQGSQSPTGHEGGTIQLKSPLQVLKLPVISQNIHAPIANESASSQALITSIKPKKASKAKKAANKAIASATEVSLAATATHTATTQGQITNETASIHTTAASIRTKKASKARKTIAKVINTDTEHIEALNVTDAATRQIEASVVAIRPKKS.... Result: 1 (interaction). (6) The miRNA is hsa-miR-3689b-3p with sequence CUGGGAGGUGUGAUAUUGUGGU. The protein sequence of the target gene is MMAAMATARVRMGPRCAQALWRMPWLPVFLSLAAAAAAAAAEQQVPLVLWSSDRDLWAPAADTHEGHITSDLQLSTYLDPALELGPRNVLLFLQDKLSIEDFTAYGGVFGNKQDSAFSNLENALDLAPSSLVLPAVDWYAVSTLTTYLQEKLGASPLHVDLATLRELKLNASLPALLLIRLPYTASSGLMAPREVLTGNDEVIGQVLSTLKSEDVPYTAALTAVRPSRVARDVAVVAGGLGRQLLQKQPVSPVIHPPVSYNDTAPRILFWAQNFSVAYKDQWEDLTPLTFGVQELNLTGS.... Result: 1 (interaction). (7) The miRNA is hsa-miR-6792-3p with sequence CUCCUCCACAGCCCCUGCUCAU. The protein sequence of the target gene is MNGVEGNNELSLANTTTPSHASEDLDLKQDQGLQEETDTVREMEAAGEAGADGGASPDSEHCGPELCFRVAENSCAAAARGLEDAPSPSKGGDAPSAPVAADDSSKNGCQLEGPHSPAKPKALEACGAVGLGSQQMPGPKKTKEMTTTKCAISVATGKEGEAGAAMQEKKGLQKEKKVAGGGKEETRPRAPKINCMDSLEAIDQELSNVNAQADRAFLQLERKFGRMRRLHMQRRSFIIQNIPGFWVTAFRNHPQLSPMISGQDEDMMRYMINLEVEELKQPRVGCKFKFIFQSNPYFRN.... Result: 0 (no interaction).